This data is from Catalyst prediction with 721,799 reactions and 888 catalyst types from USPTO. The task is: Predict which catalyst facilitates the given reaction. (1) The catalyst class is: 33. Reactant: [CH3:1][N:2]([CH3:26])[CH2:3][CH2:4][O:5][C:6]1[C:14]2[NH:13][C:12]3[CH2:15][CH2:16][N:17](C(OC(C)(C)C)=O)[CH2:18][C:11]=3[C:10]=2[CH:9]=[CH:8][CH:7]=1. Product: [CH3:1][N:2]([CH3:26])[CH2:3][CH2:4][O:5][C:6]1[C:14]2[NH:13][C:12]3[CH2:15][CH2:16][NH:17][CH2:18][C:11]=3[C:10]=2[CH:9]=[CH:8][CH:7]=1. (2) Reactant: [CH2:1]([N:8]1[C:12]2=[N:13][C:14]3[C:19]([C:20]([NH2:21])=[C:11]2[CH2:10][CH2:9]1)=[CH:18][C:17]([Br:22])=[CH:16][CH:15]=3)[C:2]1[CH:7]=[CH:6][CH:5]=[CH:4][CH:3]=1.[C:23](N=P1(N(CC)CC)N(C)C=CN1C)(C)([CH3:25])[CH3:24].C(Br)C=C.O. Product: [CH2:25]([NH:21][C:20]1[C:19]2[C:14](=[CH:15][CH:16]=[C:17]([Br:22])[CH:18]=2)[N:13]=[C:12]2[N:8]([CH2:1][C:2]3[CH:7]=[CH:6][CH:5]=[CH:4][CH:3]=3)[CH2:9][CH2:10][C:11]=12)[CH:23]=[CH2:24]. The catalyst class is: 42. (3) Reactant: O.BrN1C(=[O:8])CCC1=O.[CH2:10]([O:12][C:13]([C:15]1([CH2:21][CH:22]2[CH2:24][CH2:23]2)SCCCS1)=[O:14])[CH3:11]. Product: [CH2:10]([O:12][C:13](=[O:14])[C:15](=[O:8])[CH2:21][CH:22]1[CH2:24][CH2:23]1)[CH3:11]. The catalyst class is: 10. (4) Reactant: [NH2:1][C:2]1[CH:7]=[C:6]([O:8][C:9]2[CH:18]=[C:17]3[C:12]([CH2:13][CH2:14][CH:15]([C:19]([OH:21])=O)[CH2:16]3)=[CH:11][CH:10]=2)[CH:5]=[CH:4][N:3]=1.[NH2:22][C:23]1[CH:24]=[C:25]([CH:35]=[C:36]([C:38]([F:41])([F:40])[F:39])[CH:37]=1)[CH2:26][NH:27][C:28](=[O:34])[O:29][C:30]([CH3:33])([CH3:32])[CH3:31].CCN=C=NCCCN(C)C. Product: [NH2:1][C:2]1[CH:7]=[C:6]([O:8][C:9]2[CH:18]=[C:17]3[C:12]([CH2:13][CH2:14][CH:15]([C:19]([NH:22][C:23]4[CH:24]=[C:25]([CH:35]=[C:36]([C:38]([F:39])([F:40])[F:41])[CH:37]=4)[CH2:26][NH:27][C:28](=[O:34])[O:29][C:30]([CH3:33])([CH3:32])[CH3:31])=[O:21])[CH2:16]3)=[CH:11][CH:10]=2)[CH:5]=[CH:4][N:3]=1. The catalyst class is: 792. (5) Reactant: [F:1][C:2]1[CH:3]=[CH:4][C:5]([O:12][CH3:13])=[C:6]([C:8](O)([CH3:10])[CH3:9])[CH:7]=1.[CH2:14]([O:16][C:17](=[O:25])[C:18]([O:20][Si](C)(C)C)=[CH2:19])[CH3:15]. Product: [CH2:14]([O:16][C:17](=[O:25])[C:18](=[O:19])[CH2:20][C:8]([C:6]1[CH:7]=[C:2]([F:1])[CH:3]=[CH:4][C:5]=1[O:12][CH3:13])([CH3:10])[CH3:9])[CH3:15]. The catalyst class is: 2.